This data is from Forward reaction prediction with 1.9M reactions from USPTO patents (1976-2016). The task is: Predict the product of the given reaction. (1) Given the reactants [Br:1][C:2]1[CH:7]=[CH:6][CH:5]=[C:4]([NH2:8])[C:3]=1[NH2:9].Cl[C:11](Cl)([O:13]C(=O)OC(Cl)(Cl)Cl)Cl.C(N(CC)CC)C, predict the reaction product. The product is: [Br:1][C:2]1[C:3]2[NH:9][C:11](=[O:13])[NH:8][C:4]=2[CH:5]=[CH:6][CH:7]=1. (2) Given the reactants CC1(C)C(C)(C)OB([C:9]2[CH:10]=[CH:11][C:12]3[O:17][CH2:16][C:15](=[O:18])[NH:14][C:13]=3[CH:19]=2)O1.Br[C:22]1[C:23]([CH3:39])=[N:24][N:25]([CH2:34][CH:35]([CH3:38])[CH2:36][OH:37])[C:26]=1[C:27]1[CH:32]=[CH:31][C:30]([F:33])=[CH:29][CH:28]=1.C(=O)([O-])[O-].[Cs+].[Cs+], predict the reaction product. The product is: [F:33][C:30]1[CH:29]=[CH:28][C:27]([C:26]2[N:25]([CH2:34][CH:35]([CH3:38])[CH2:36][OH:37])[N:24]=[C:23]([CH3:39])[C:22]=2[C:9]2[CH:10]=[CH:11][C:12]3[O:17][CH2:16][C:15](=[O:18])[NH:14][C:13]=3[CH:19]=2)=[CH:32][CH:31]=1. (3) Given the reactants [CH3:1][C:2]1[CH:7]=[CH:6][N:5]2[C:8]([C:11]3[CH:12]=[C:13](OS(C(F)(F)F)(=O)=O)[CH:14]=[CH:15][CH:16]=3)=[CH:9][N:10]=[C:4]2[N:3]=1.P([O-])([O-])([O-])=O.[K+].[K+].[K+].B1([C:39]2[CH:44]=[CH:43][CH:42]=[N:41][CH:40]=2)OCCCO1, predict the reaction product. The product is: [CH3:1][C:2]1[CH:7]=[CH:6][N:5]2[C:8]([C:11]3[CH:16]=[CH:15][CH:14]=[C:13]([C:39]4[CH:40]=[N:41][CH:42]=[CH:43][CH:44]=4)[CH:12]=3)=[CH:9][N:10]=[C:4]2[N:3]=1. (4) Given the reactants FC(F)(F)C(O)=O.C(OC([N:15]1[CH2:19][C@H:18]([O:20][C:21]2[CH:26]=[CH:25][C:24]([C:27]3[S:28][C:29]4[C:34]([N:35]=3)=[CH:33][CH:32]=[C:31]([C:36]3([C:39]5[CH:44]=[CH:43][CH:42]=[CH:41][CH:40]=5)[CH2:38][CH2:37]3)[N:30]=4)=[CH:23][CH:22]=2)[CH2:17][C@H:16]1[C:45]([OH:47])=[O:46])=O)(C)(C)C, predict the reaction product. The product is: [C:39]1([C:36]2([C:31]3[N:30]=[C:29]4[S:28][C:27]([C:24]5[CH:25]=[CH:26][C:21]([O:20][C@H:18]6[CH2:19][NH:15][C@H:16]([C:45]([OH:47])=[O:46])[CH2:17]6)=[CH:22][CH:23]=5)=[N:35][C:34]4=[CH:33][CH:32]=3)[CH2:37][CH2:38]2)[CH:40]=[CH:41][CH:42]=[CH:43][CH:44]=1. (5) The product is: [Br:1][C:2]1[CH:7]=[CH:6][C:5]([C:8]2([C:9]([O:11][CH3:12])=[O:10])[O:19][CH2:17][CH2:16][N:14]([CH3:15])[CH2:13]2)=[C:4]([N+:20]([O-:22])=[O:21])[CH:3]=1. Given the reactants [Br:1][C:2]1[CH:7]=[CH:6][C:5]([C:8]([OH:19])([CH2:13][N:14]([CH2:16][CH2:17]O)[CH3:15])[C:9]([O:11][CH3:12])=[O:10])=[C:4]([N+:20]([O-:22])=[O:21])[CH:3]=1.[OH-].[K+].C(N(CCOCCOC)CCOCCOC)COCCOC, predict the reaction product. (6) Given the reactants [N+:1]([C:4]1[CH:5]=[CH:6][CH:7]=[C:8]2[C:13]=1[N:12]=[C:11]([C:14]([F:17])([F:16])[F:15])[NH:10][C:9]2=O)([O-:3])=[O:2].P(Cl)(Cl)(Cl)(Cl)[Cl:20], predict the reaction product. The product is: [Cl:20][C:9]1[C:8]2[C:13](=[C:4]([N+:1]([O-:3])=[O:2])[CH:5]=[CH:6][CH:7]=2)[N:12]=[C:11]([C:14]([F:17])([F:16])[F:15])[N:10]=1.